This data is from Catalyst prediction with 721,799 reactions and 888 catalyst types from USPTO. The task is: Predict which catalyst facilitates the given reaction. Product: [Cl:13][C:14]1[C:23]2[C:18](=[CH:19][C:20]([O:26][CH2:33][CH2:32][N:27]3[CH:31]=[CH:30][N:29]=[N:28]3)=[C:21]([C:24]#[N:25])[CH:22]=2)[N:17]=[CH:16][CH:15]=1. Reactant: N(C(OCC)=O)=NC(OCC)=O.[Cl:13][C:14]1[C:23]2[C:18](=[CH:19][C:20]([OH:26])=[C:21]([C:24]#[N:25])[CH:22]=2)[N:17]=[CH:16][CH:15]=1.[N:27]1([CH2:32][CH2:33]O)[CH:31]=[CH:30][N:29]=[N:28]1.C1(P(C2C=CC=CC=2)C2C=CC=CC=2)C=CC=CC=1. The catalyst class is: 2.